From a dataset of Catalyst prediction with 721,799 reactions and 888 catalyst types from USPTO. Predict which catalyst facilitates the given reaction. Reactant: [H-].[Al+3].[Li+].[H-].[H-].[H-].[CH2:7]([C:13]1[CH:14]=[C:15]([CH:18]=[CH:19][CH:20]=1)[C:16]#[N:17])[CH2:8][CH2:9][CH2:10][CH2:11][CH3:12].[OH-].[Na+]. Product: [CH2:7]([C:13]1[CH:14]=[C:15]([CH:18]=[CH:19][CH:20]=1)[CH2:16][NH2:17])[CH2:8][CH2:9][CH2:10][CH2:11][CH3:12]. The catalyst class is: 1.